Dataset: Catalyst prediction with 721,799 reactions and 888 catalyst types from USPTO. Task: Predict which catalyst facilitates the given reaction. (1) The catalyst class is: 15. Product: [CH3:14][N:2]([CH3:1])[C:3]1[CH:13]=[CH:12][CH:11]=[C:5]2[C:4]=1[C:9](=[O:10])[N:16]([CH:17]1[CH2:22][CH2:21][C:20](=[O:23])[NH:19][C:18]1=[O:24])[C:6]2=[O:8]. Reactant: [CH3:1][N:2]([CH3:14])[C:3]1[CH:13]=[CH:12][CH:11]=[C:5]2[C:6]([O:8][C:9](=[O:10])[C:4]=12)=O.Cl.[NH2:16][CH:17]1[CH2:22][CH2:21][C:20](=[O:23])[NH:19][C:18]1=[O:24].C([O-])(=O)C.[Na+]. (2) Reactant: [OH-].[Na+].[F:3][C:4]1[CH:23]=[CH:22][C:7]([CH2:8][NH:9][C:10]([C:12]2[N:17]=[CH:16][N:15]=[C:14]([C:18]([O:20]C)=[O:19])[CH:13]=2)=[O:11])=[CH:6][C:5]=1[CH3:24]. Product: [F:3][C:4]1[CH:23]=[CH:22][C:7]([CH2:8][NH:9][C:10]([C:12]2[N:17]=[CH:16][N:15]=[C:14]([C:18]([OH:20])=[O:19])[CH:13]=2)=[O:11])=[CH:6][C:5]=1[CH3:24]. The catalyst class is: 72.